This data is from Full USPTO retrosynthesis dataset with 1.9M reactions from patents (1976-2016). The task is: Predict the reactants needed to synthesize the given product. Given the product [Cl:59][C:60]1[CH:67]=[CH:66][C:63]([CH2:64][N:11]2[C:12]3[C:17](=[CH:16][CH:15]=[C:14]([C:20]([NH2:28])=[O:22])[CH:13]=3)[C:18](=[O:19])[N:9]([C:8]3[C:7]([O:24][CH3:25])=[N:6][CH:5]=[N:4][C:3]=3[O:2][CH3:1])[C:10]2=[S:23])=[CH:62][CH:61]=1, predict the reactants needed to synthesize it. The reactants are: [CH3:1][O:2][C:3]1[C:8]([N:9]2[C:18](=[O:19])[C:17]3[C:12](=[CH:13][C:14]([C:20]([OH:22])=O)=[CH:15][CH:16]=3)[NH:11][C:10]2=[S:23])=[C:7]([O:24][CH3:25])[N:6]=[CH:5][N:4]=1.CC[N:28](C(C)C)C(C)C.CN(C(ON1N=NC2C=CC=NC1=2)=[N+](C)C)C.F[P-](F)(F)(F)(F)F.[Cl:59][C:60]1[CH:67]=[CH:66][C:63]([CH2:64]N)=[CH:62][CH:61]=1.